From a dataset of Full USPTO retrosynthesis dataset with 1.9M reactions from patents (1976-2016). Predict the reactants needed to synthesize the given product. (1) The reactants are: SC[C@H]([C@@H](CS)O)O.P([O-])(O)(O)=O.[K+].[CH2:15]([C:19]1[CH:30]=[C:29]([S:31][CH2:32][C:33]2[CH:38]=[CH:37][C:36]([C:39]3[CH:44]=[CH:43][C:42]([C:45]([F:48])([F:47])[F:46])=[CH:41][CH:40]=3)=[CH:35][CH:34]=2)[CH:28]=[CH:27][C:20]=1[O:21][CH2:22][C:23]([O:25]C)=[O:24])[CH2:16][CH2:17][CH3:18]. Given the product [CH2:15]([C:19]1[CH:30]=[C:29]([S:31][CH2:32][C:33]2[CH:38]=[CH:37][C:36]([C:39]3[CH:40]=[CH:41][C:42]([C:45]([F:48])([F:46])[F:47])=[CH:43][CH:44]=3)=[CH:35][CH:34]=2)[CH:28]=[CH:27][C:20]=1[O:21][CH2:22][C:23]([OH:25])=[O:24])[CH2:16][CH2:17][CH3:18], predict the reactants needed to synthesize it. (2) Given the product [Cl:13][C:14]1[CH:15]=[C:16]([CH:19]=[CH:20][C:21]=1[Cl:22])[CH2:17][O:7][CH2:8][CH2:9][OH:10], predict the reactants needed to synthesize it. The reactants are: CC1C=CC(C[O:7][CH2:8][CH2:9][OH:10])=CC=1.[Cl:13][C:14]1[CH:15]=[C:16]([CH:19]=[CH:20][C:21]=1[Cl:22])[CH2:17]Cl. (3) Given the product [NH2:1][C:2]1[C:11]2[N:12]=[C:13]([CH2:20][O:21][CH2:22][CH3:23])[N:14]([CH2:15][C:16]([CH3:18])([OH:19])[CH3:17])[C:10]=2[C:9]2[CH:8]=[CH:7][C:6]([O:24][CH2:32][CH2:33][C:34]3[C:42]4[C:37](=[CH:38][CH:39]=[CH:40][CH:41]=4)[NH:36][CH:35]=3)=[CH:5][C:4]=2[N:3]=1, predict the reactants needed to synthesize it. The reactants are: [NH2:1][C:2]1[C:11]2[N:12]=[C:13]([CH2:20][O:21][CH2:22][CH3:23])[N:14]([CH2:15][C:16]([OH:19])([CH3:18])[CH3:17])[C:10]=2[C:9]2[CH:8]=[CH:7][C:6]([OH:24])=[CH:5][C:4]=2[N:3]=1.C(=O)([O-])[O-].[Cs+].[Cs+].Br[CH2:32][CH2:33][C:34]1[C:42]2[C:37](=[CH:38][CH:39]=[CH:40][CH:41]=2)[NH:36][CH:35]=1.[Cl-].[Na+]. (4) Given the product [PH3:1]=[O:2].[C:3]1([PH:1](=[O:2])[C:22]2[CH:21]=[CH:20][CH:25]=[CH:24][CH:23]=2)[CH:8]=[CH:7][CH:6]=[CH:5][CH:4]=1, predict the reactants needed to synthesize it. The reactants are: [PH3:1]=[O:2].[C:3]1([Li])[CH:8]=[CH:7][CH:6]=[CH:5][CH:4]=1.C(OCC)(=O)C.CC(O)C.[CH3:20][CH2:21][CH2:22][CH2:23][CH2:24][CH3:25]. (5) Given the product [CH3:43][C:37]([N:28]1[CH2:29][CH2:30][CH2:31][CH:26]([C:25]2[N:24]([CH3:32])[N:23]=[CH:22][C:21]=2[C:13]2[CH:14]=[C:15]3[C:10](=[CH:11][CH:12]=2)[C:9]2[N:19]([CH:20]=[C:7]([C:5]4[N:4]([CH:33]([CH3:35])[CH3:34])[N:3]=[C:2]([CH3:1])[N:6]=4)[N:8]=2)[CH2:18][CH2:17][O:16]3)[CH2:27]1)([CH3:44])[C:38]([O:40][CH2:41][CH3:42])=[O:39], predict the reactants needed to synthesize it. The reactants are: [CH3:1][C:2]1[N:6]=[C:5]([C:7]2[N:8]=[C:9]3[N:19]([CH:20]=2)[CH2:18][CH2:17][O:16][C:15]2[C:10]3=[CH:11][CH:12]=[C:13]([C:21]3[CH:22]=[N:23][N:24]([CH3:32])[C:25]=3[CH:26]3[CH2:31][CH2:30][CH2:29][NH:28][CH2:27]3)[CH:14]=2)[N:4]([CH:33]([CH3:35])[CH3:34])[N:3]=1.Br[C:37]([CH3:44])([CH3:43])[C:38]([O:40][CH2:41][CH3:42])=[O:39].O. (6) Given the product [CH3:14][S:3][C:4]1[NH:9][C:8](=[O:10])[N:7]2[N:11]=[CH:12][CH:13]=[C:6]2[N:5]=1, predict the reactants needed to synthesize it. The reactants are: [OH-].[Na+].[S:3]=[C:4]1[NH:9][C:8](=[O:10])[N:7]2[N:11]=[CH:12][CH:13]=[C:6]2[NH:5]1.[CH3:14]I. (7) Given the product [CH3:38][O:37][C:33]1[CH:32]=[C:31]([C:29]#[C:30][C:7]2[CH2:16][CH2:15][C:14]3[CH:13]=[C:12]([C@H:17]4[CH2:26][CH2:25][C@@:19]5([NH:23][C:22](=[O:24])[O:21][CH2:20]5)[CH2:18]4)[CH:11]=[CH:10][C:9]=3[CH:8]=2)[CH:36]=[CH:35][CH:34]=1, predict the reactants needed to synthesize it. The reactants are: FC(F)(F)S(O[C:7]1[CH2:16][CH2:15][C:14]2[C:9](=[CH:10][CH:11]=[C:12]([C@H:17]3[CH2:26][CH2:25][C@@:19]4([NH:23][C:22](=[O:24])[O:21][CH2:20]4)[CH2:18]3)[CH:13]=2)[CH:8]=1)(=O)=O.[C:29]([C:31]1[CH:36]=[CH:35][CH:34]=[C:33]([O:37][CH3:38])[CH:32]=1)#[CH:30]. (8) Given the product [CH3:22][O:23][C:24]([C:26]1[CH:31]=[CH:30][C:29]([CH2:5][C:6]2[CH:7]=[C:8]([C:14]3[CH:19]=[CH:18][CH:17]=[C:16]([Cl:20])[CH:15]=3)[C:9]([O:12][CH3:13])=[CH:10][CH:11]=2)=[CH:28][N:27]=1)=[O:25], predict the reactants needed to synthesize it. The reactants are: COC(=O)O[CH2:5][C:6]1[CH:7]=[C:8]([C:14]2[CH:19]=[CH:18][CH:17]=[C:16]([Cl:20])[CH:15]=2)[C:9]([O:12][CH3:13])=[CH:10][CH:11]=1.[CH3:22][O:23][C:24]([C:26]1[CH:31]=[CH:30][C:29](B2OC(C)(C)C(C)(C)O2)=[CH:28][N:27]=1)=[O:25].C([O-])([O-])=O.[K+].[K+]. (9) Given the product [CH3:39][C:38]1[CH:37]=[CH:36][N:35]=[CH:34][C:33]=1[C:31]1[N:26]=[C:25]([CH:11]2[CH2:12][CH:13]([C:15]3[CH:20]=[CH:19][C:18]([C:21]([F:22])([F:23])[F:24])=[CH:17][CH:16]=3)[CH2:14][N:9]([C:7]([N:1]3[CH2:6][CH2:5][O:4][CH2:3][CH2:2]3)=[O:8])[CH2:10]2)[S:27][CH:30]=1, predict the reactants needed to synthesize it. The reactants are: [N:1]1([C:7]([N:9]2[CH2:14][CH:13]([C:15]3[CH:20]=[CH:19][C:18]([C:21]([F:24])([F:23])[F:22])=[CH:17][CH:16]=3)[CH2:12][CH:11]([C:25](=[S:27])[NH2:26])[CH2:10]2)=[O:8])[CH2:6][CH2:5][O:4][CH2:3][CH2:2]1.Cl.Br[CH2:30][C:31]([C:33]1[CH:34]=[N:35][CH:36]=[CH:37][C:38]=1[CH3:39])=O. (10) Given the product [Br:1][C:2]1[CH:3]=[C:4]2[C:9](=[C:10]([Cl:14])[CH:11]=1)[NH:8][C:7](=[O:13])[CH2:6][CH2:5]2, predict the reactants needed to synthesize it. The reactants are: [Br:1][C:2]1[CH:3]=[C:4]2[C:9](=[CH:10][C:11]=1F)[NH:8][C:7](=[O:13])[CH2:6][CH2:5]2.[Cl:14]N1C(=O)CCC1=O.